Dataset: Full USPTO retrosynthesis dataset with 1.9M reactions from patents (1976-2016). Task: Predict the reactants needed to synthesize the given product. (1) Given the product [CH3:1][C:2]1[N:7]=[C:6]([NH:8][C:18]([NH2:17])=[S:19])[CH:5]=[CH:4][CH:3]=1, predict the reactants needed to synthesize it. The reactants are: [CH3:1][C:2]1[N:7]=[C:6]([NH2:8])[CH:5]=[CH:4][CH:3]=1.C([N:17]=[C:18]=[S:19])(=O)C1C=CC=CC=1. (2) Given the product [OH:36][CH:16]([C:17]1[CH:18]=[CH:19][C:20]([O:23][CH2:24][C:25]2[C:34]3[C:29](=[CH:30][CH:31]=[CH:32][CH:33]=3)[N:28]=[C:27]([CH3:35])[CH:26]=2)=[CH:21][CH:22]=1)[CH:15]([CH2:14][N:11]1[CH2:12][CH2:13][NH:8][CH2:9][CH2:10]1)[C:37]([NH:38][OH:39])=[O:40], predict the reactants needed to synthesize it. The reactants are: C(OC([N:8]1[CH2:13][CH2:12][N:11]([CH2:14][CH:15]([C:37](=[O:40])[NH:38][OH:39])[CH:16]([OH:36])[C:17]2[CH:22]=[CH:21][C:20]([O:23][CH2:24][C:25]3[C:34]4[C:29](=[CH:30][CH:31]=[CH:32][CH:33]=4)[N:28]=[C:27]([CH3:35])[CH:26]=3)=[CH:19][CH:18]=2)[CH2:10][CH2:9]1)=O)(C)(C)C.C(O)(C(F)(F)F)=O. (3) Given the product [CH3:13][C:14]1[CH:19]=[CH:18][C:17]([S:20]([O:1][CH2:2][CH2:3][O:4][CH2:5][C:6]([O:8][C:9]([CH3:12])([CH3:11])[CH3:10])=[O:7])(=[O:22])=[O:21])=[CH:16][CH:15]=1, predict the reactants needed to synthesize it. The reactants are: [OH:1][CH2:2][CH2:3][O:4][CH2:5][C:6]([O:8][C:9]([CH3:12])([CH3:11])[CH3:10])=[O:7].[CH3:13][C:14]1[CH:19]=[CH:18][C:17]([S:20](Cl)(=[O:22])=[O:21])=[CH:16][CH:15]=1.C(N(CC)CC)C. (4) Given the product [Cl:24][C:26]1[N:27]=[C:31]([CH2:35][C:18]([C:17]2[CH:22]=[C:13]([NH:12][S:9]([C:3]3[C:2]([F:1])=[CH:7][CH:6]=[CH:5][C:4]=3[F:8])(=[O:11])=[O:10])[CH:14]=[CH:15][C:16]=2[F:23])=[O:20])[CH:32]=[CH:33][N:25]=1, predict the reactants needed to synthesize it. The reactants are: [F:1][C:2]1[CH:7]=[CH:6][CH:5]=[C:4]([F:8])[C:3]=1[S:9]([NH:12][C:13]1[CH:14]=[CH:15][C:16]([F:23])=[C:17]([CH:22]=1)[C:18]([O:20]C)=O)(=[O:11])=[O:10].[Cl-:24].[N:25]1C=CC=[N:27][CH:26]=1.[CH2:31]1[CH2:35]O[CH2:33][CH2:32]1.